The task is: Predict the product of the given reaction.. This data is from Forward reaction prediction with 1.9M reactions from USPTO patents (1976-2016). (1) The product is: [Cl:24][C:21]1[CH:22]=[CH:23][C:18]([O:17][C:5]2[C:4]3[C:8](=[CH:9][CH:10]=[C:2]([NH:1][S:33]([CH3:32])(=[O:35])=[O:34])[CH:3]=3)[N:7]([CH2:11][C:12]([OH:14])=[O:13])[C:6]=2[CH3:16])=[CH:19][CH:20]=1. Given the reactants [NH2:1][C:2]1[CH:3]=[C:4]2[C:8](=[CH:9][CH:10]=1)[N:7]([CH2:11][C:12]([O:14]C)=[O:13])[C:6]([CH3:16])=[C:5]2[O:17][C:18]1[CH:23]=[CH:22][C:21]([Cl:24])=[CH:20][CH:19]=1.C(N(CC)CC)C.[CH3:32][S:33](Cl)(=[O:35])=[O:34].[OH-].[Na+], predict the reaction product. (2) The product is: [C:27]([C:19]1[N:18]=[C:17]([NH:1][C@H:2]2[CH2:6][CH2:5][N:4]([C:7]([O:9][C:10]([CH3:13])([CH3:12])[CH3:11])=[O:8])[CH2:3]2)[C:26]2[C:21]([CH:20]=1)=[CH:22][CH:23]=[CH:24][CH:25]=2)#[N:28]. Given the reactants [NH2:1][C@H:2]1[CH2:6][CH2:5][N:4]([C:7]([O:9][C:10]([CH3:13])([CH3:12])[CH3:11])=[O:8])[CH2:3]1.[H-].[Na+].Cl[C:17]1[C:26]2[C:21](=[CH:22][CH:23]=[CH:24][CH:25]=2)[CH:20]=[C:19]([C:27]#[N:28])[N:18]=1, predict the reaction product. (3) Given the reactants [CH3:1][C:2]1[S:3][C:4]([C:8]([OH:10])=[O:9])=[C:5]([CH3:7])[N:6]=1.[Li]CCCC.[CH3:16][N:17]1[C:21]([CH:22]=[O:23])=[C:20]([C:24]2[CH:29]=[CH:28][CH:27]=[CH:26][N:25]=2)[N:19]=[N:18]1, predict the reaction product. The product is: [OH:23][CH:22]([C:21]1[N:17]([CH3:16])[N:18]=[N:19][C:20]=1[C:24]1[CH:29]=[CH:28][CH:27]=[CH:26][N:25]=1)[CH2:1][C:2]1[S:3][C:4]([C:8]([OH:10])=[O:9])=[C:5]([CH3:7])[N:6]=1. (4) Given the reactants [Br:1][C:2]1[CH:3]=[C:4]([CH2:13][CH2:14][C:15]([OH:17])=O)[C:5]2[O:9][CH2:8][C:7]([CH3:11])([CH3:10])[C:6]=2[CH:12]=1.C1(P(C2C=CC=CC=2)C2C=CC=CC=2)C=CC=CC=1.ClC(Cl)(Cl)C(C(Cl)(Cl)Cl)=O.[CH3:47][NH:48][CH3:49].O1CCCC1, predict the reaction product. The product is: [Br:1][C:2]1[CH:3]=[C:4]([CH2:13][CH2:14][C:15]([N:48]([CH3:49])[CH3:47])=[O:17])[C:5]2[O:9][CH2:8][C:7]([CH3:11])([CH3:10])[C:6]=2[CH:12]=1.